Regression. Given a peptide amino acid sequence and an MHC pseudo amino acid sequence, predict their binding affinity value. This is MHC class I binding data. From a dataset of Peptide-MHC class I binding affinity with 185,985 pairs from IEDB/IMGT. (1) The peptide sequence is ATQPGLTSAV. The MHC is HLA-A02:01 with pseudo-sequence HLA-A02:01. The binding affinity (normalized) is 0.0641. (2) The peptide sequence is RSLVCLAPK. The MHC is HLA-A68:02 with pseudo-sequence HLA-A68:02. The binding affinity (normalized) is 0.0847. (3) The peptide sequence is EFVMCLEAK. The MHC is HLA-A03:01 with pseudo-sequence HLA-A03:01. The binding affinity (normalized) is 0. (4) The peptide sequence is TENILTVLL. The MHC is H-2-Db with pseudo-sequence H-2-Db. The binding affinity (normalized) is 0. (5) The peptide sequence is TLFIDRGSIK. The MHC is HLA-A03:01 with pseudo-sequence HLA-A03:01. The binding affinity (normalized) is 0.767. (6) The peptide sequence is VPINVAEAY. The MHC is HLA-B54:01 with pseudo-sequence HLA-B54:01. The binding affinity (normalized) is 0. (7) The peptide sequence is IMYNYPAML. The MHC is HLA-C03:03 with pseudo-sequence HLA-C03:03. The binding affinity (normalized) is 0.648. (8) The peptide sequence is AVFQPSTGNY. The MHC is HLA-A26:01 with pseudo-sequence HLA-A26:01. The binding affinity (normalized) is 0.385. (9) The peptide sequence is LLVKMINHLK. The MHC is HLA-A11:01 with pseudo-sequence HLA-A11:01. The binding affinity (normalized) is 0.446.